From a dataset of Forward reaction prediction with 1.9M reactions from USPTO patents (1976-2016). Predict the product of the given reaction. (1) Given the reactants [NH2:1][C:2]1[N:6]([C:7]2[CH:12]=[CH:11][C:10]([F:13])=[CH:9][CH:8]=2)[N:5]=[CH:4][C:3]=1[C:14](=[O:22])[C:15]1[CH:20]=[CH:19][CH:18]=[C:17]([OH:21])[CH:16]=1.C([O-])([O-])=O.[K+].[K+].[CH:29]([N:32]=[C:33]=[O:34])([CH3:31])[CH3:30], predict the reaction product. The product is: [NH2:1][C:2]1[N:6]([C:7]2[CH:12]=[CH:11][C:10]([F:13])=[CH:9][CH:8]=2)[N:5]=[CH:4][C:3]=1[C:14](=[O:22])[C:15]1[CH:20]=[CH:19][CH:18]=[C:17]([O:21][C:33]([NH:32][CH:29]([CH3:31])[CH3:30])=[O:34])[CH:16]=1. (2) Given the reactants [C:1]([NH:7][CH2:8][C:9]1[CH:14]=[CH:13][C:12]([C:15]2[CH:20]=[CH:19][CH:18]=[CH:17][C:16]=2[C:21]2[N:25]([C:26]([C:39]3[CH:44]=[CH:43][CH:42]=[CH:41][CH:40]=3)([C:33]3[CH:38]=[CH:37][CH:36]=[CH:35][CH:34]=3)[C:27]3[CH:32]=[CH:31][CH:30]=[CH:29][CH:28]=3)[N:24]=[N:23][N:22]=2)=[CH:11][CH:10]=1)(=O)[CH2:2][CH2:3][CH2:4][CH3:5].[H-].[Al+3].[Li+].[H-].[H-].[H-].O.[OH-].[Na+], predict the reaction product. The product is: [CH2:1]([NH:7][CH2:8][C:9]1[CH:10]=[CH:11][C:12]([C:15]2[CH:20]=[CH:19][CH:18]=[CH:17][C:16]=2[C:21]2[N:25]([C:26]([C:27]3[CH:28]=[CH:29][CH:30]=[CH:31][CH:32]=3)([C:39]3[CH:40]=[CH:41][CH:42]=[CH:43][CH:44]=3)[C:33]3[CH:34]=[CH:35][CH:36]=[CH:37][CH:38]=3)[N:24]=[N:23][N:22]=2)=[CH:13][CH:14]=1)[CH2:2][CH2:3][CH2:4][CH3:5]. (3) Given the reactants [Cl:1][C:2]1[C:3]2[C:17](I)=[CH:16][N:15]([CH2:19][C:20]3[C:25]([CH3:26])=[C:24]([O:27][CH3:28])[C:23]([CH3:29])=[CH:22][N:21]=3)[C:4]=2[N:5]=[C:6]([NH:8][C:9](=[O:14])[C:10]([CH3:13])([CH3:12])[CH3:11])[N:7]=1.[C:30]([Si:32]([CH3:35])([CH3:34])[CH3:33])#[CH:31], predict the reaction product. The product is: [Cl:1][C:2]1[C:3]2[C:17]([C:31]#[C:30][Si:32]([CH3:35])([CH3:34])[CH3:33])=[CH:16][N:15]([CH2:19][C:20]3[C:25]([CH3:26])=[C:24]([O:27][CH3:28])[C:23]([CH3:29])=[CH:22][N:21]=3)[C:4]=2[N:5]=[C:6]([NH:8][C:9](=[O:14])[C:10]([CH3:13])([CH3:12])[CH3:11])[N:7]=1. (4) Given the reactants C(#N)C.[CH3:4][CH2:5][C:6]([C:9]([O:11][C@@H:12]1[C@@H:17]2[C@@H:18]([CH2:23][CH2:24][C@@H:25](O)[CH2:26][C@@H:27]([OH:32])[CH2:28][C:29]([O-:31])=[O:30])[C@@H:19]([CH3:22])[CH:20]=[CH:21][C:16]2=[CH:15][C@H:14]([CH3:34])[CH2:13]1)=O)([CH3:8])[CH3:7].[NH4+].C1(C)C=CC(S(O)(=O)=O)=CC=1.C1(C)C=CC=CC=1.[OH2:54], predict the reaction product. The product is: [CH3:4][CH2:5][C:6]([C:9]([O:11][C@@H:12]1[C@@H:17]2[C@@H:18]([CH2:23][CH2:24][C@H:25]3[O:31][C:29](=[O:30])[CH2:28][C@H:27]([OH:32])[CH2:26]3)[C@@H:19]([CH3:22])[CH:20]=[CH:21][C:16]2=[CH:15][C@H:14]([CH3:34])[CH2:13]1)=[O:54])([CH3:7])[CH3:8]. (5) Given the reactants ClC(Cl)(O[C:5](=[O:11])OC(Cl)(Cl)Cl)Cl.[CH2:13]([N:15]1[C:19]2[N:20]=[C:21]([C:30]3[CH:35]=[CH:34][C:33]([NH2:36])=[CH:32][CH:31]=3)[N:22]=[C:23]([N:24]3[CH2:29][CH2:28][O:27][CH2:26][CH2:25]3)[C:18]=2[N:17]=[N:16]1)[CH3:14].[NH2:37][N:38]1[CH:42]=[N:41][N:40]=[CH:39]1.CCN(CC)CC, predict the reaction product. The product is: [CH2:13]([N:15]1[C:19]2[N:20]=[C:21]([C:30]3[CH:35]=[CH:34][C:33]([NH:36][C:5]([NH:37][N:38]4[CH:42]=[N:41][N:40]=[CH:39]4)=[O:11])=[CH:32][CH:31]=3)[N:22]=[C:23]([N:24]3[CH2:25][CH2:26][O:27][CH2:28][CH2:29]3)[C:18]=2[N:17]=[N:16]1)[CH3:14].